Dataset: Full USPTO retrosynthesis dataset with 1.9M reactions from patents (1976-2016). Task: Predict the reactants needed to synthesize the given product. (1) Given the product [Br:1][C:2]1[CH:10]=[C:9]([C:11]#[N:12])[CH:8]=[C:7]2[C:3]=1[CH:4]=[CH:5][N:6]2[S:40]([C:37]1[CH:36]=[CH:35][C:34]([N+:31]([O-:33])=[O:32])=[CH:39][CH:38]=1)(=[O:41])=[O:42], predict the reactants needed to synthesize it. The reactants are: [Br:1][C:2]1[CH:10]=[C:9]([C:11]#[N:12])[CH:8]=[C:7]2[C:3]=1[CH:4]=[CH:5][NH:6]2.CCN(P1(N(C)CCCN1C)=NC(C)(C)C)CC.[N+:31]([C:34]1[CH:39]=[CH:38][C:37]([S:40](Cl)(=[O:42])=[O:41])=[CH:36][CH:35]=1)([O-:33])=[O:32]. (2) Given the product [F:31][C:26]1[CH:27]=[N:28][CH:29]=[CH:30][C:25]=1[C:9]1[C:18]2[CH:17]=[C:16]([C:19]([O:21][CH3:22])=[O:20])[CH:15]=[CH:14][C:13]=2[CH2:12][CH2:11][CH:10]=1, predict the reactants needed to synthesize it. The reactants are: CC1(C)C(C)(C)OB([C:9]2[C:18]3[CH:17]=[C:16]([C:19]([O:21][CH3:22])=[O:20])[CH:15]=[CH:14][C:13]=3[CH2:12][CH2:11][CH:10]=2)O1.Cl[C:25]1[CH:30]=[CH:29][N:28]=[CH:27][C:26]=1[F:31].C1(P(C2CCCCC2)C2C=CC=CC=2C2C(OC)=CC=CC=2OC)CCCCC1.P([O-])([O-])([O-])=O.[K+].[K+].[K+].C=C. (3) Given the product [NH2:11][C:5]1[CH:4]=[CH:3][C:2]([Br:1])=[CH:13][C:6]=1[C:7]([NH:14][CH2:15][C:16](=[O:17])[NH:18][C:19]([CH3:22])([CH3:21])[CH3:20])=[O:9], predict the reactants needed to synthesize it. The reactants are: [Br:1][C:2]1[CH:13]=[C:6]2[C:7]([O:9]C(=O)[NH:11][C:5]2=[CH:4][CH:3]=1)=O.[NH2:14][CH2:15][C:16]([NH:18][C:19]([CH3:22])([CH3:21])[CH3:20])=[O:17]. (4) Given the product [Br:1][C:2]1[CH:7]=[C:6]([F:8])[C:5]([F:9])=[CH:4][C:3]=1[CH2:10][NH:22][C:18]([CH3:21])([CH3:20])[CH3:19], predict the reactants needed to synthesize it. The reactants are: [Br:1][C:2]1[CH:7]=[C:6]([F:8])[C:5]([F:9])=[CH:4][C:3]=1[CH2:10]Cl.C(=O)([O-])[O-].[Cs+].[Cs+].[C:18]([NH2:22])([CH3:21])([CH3:20])[CH3:19]. (5) Given the product [ClH:1].[CH3:14][O:15][C:16]1[CH:29]=[C:28]([NH:30][C:11](=[O:12])[C:10]#[C:9][C:3]2[CH:4]=[CH:5][C:6]([Cl:8])=[CH:7][C:2]=2[Cl:1])[CH:27]=[CH:26][C:17]=1[O:18][CH2:19][CH2:20][N:21]([CH2:24][CH3:25])[CH2:22][CH3:23], predict the reactants needed to synthesize it. The reactants are: [Cl:1][C:2]1[CH:7]=[C:6]([Cl:8])[CH:5]=[CH:4][C:3]=1[C:9]#[C:10][C:11](Cl)=[O:12].[CH3:14][O:15][C:16]1[CH:29]=[C:28]([NH2:30])[CH:27]=[CH:26][C:17]=1[O:18][CH2:19][CH2:20][N:21]([CH2:24][CH3:25])[CH2:22][CH3:23].ClCCl.CO.N. (6) Given the product [C:27]([O:31][C:32](=[O:33])[NH:34][C@H:35]([C:36](=[O:37])[NH:12][C:9]1[CH:10]=[CH:11][C:2]([F:1])=[C:3]2[C:8]=1[NH:7][CH:6]([CH3:13])[CH2:5][CH2:4]2)[CH3:39])([CH3:28])([CH3:29])[CH3:30], predict the reactants needed to synthesize it. The reactants are: [F:1][C:2]1[CH:11]=[CH:10][C:9]([NH2:12])=[C:8]2[C:3]=1[CH2:4][CH2:5][CH:6]([CH3:13])[NH:7]2.FC1C=CC(N)=C2C=1C=CC(C)=N2.[C:27]([O:31][C:32]([NH:34][C@@H:35]([CH3:39])[C:36](O)=[O:37])=[O:33])([CH3:30])([CH3:29])[CH3:28].C1C=NC2N(O)N=NC=2C=1.CCN=C=NCCCN(C)C.Cl. (7) Given the product [CH2:1]([O:8][C:9]([NH:11][C@@H:12]([CH2:20][NH:21][C:51](=[O:52])[C:31]1[CH:30]=[CH:29][CH:37]=[C:38]([N:33]2[CH2:32][CH2:41][CH:40]([NH:42][C:43]3[N:44]=[CH:45][CH:46]=[CH:47][N:48]=3)[CH2:35][CH2:34]2)[CH:26]=1)[C:13]([O:15][C:16]([CH3:17])([CH3:18])[CH3:19])=[O:14])=[O:10])[C:2]1[CH:3]=[CH:4][CH:5]=[CH:6][CH:7]=1, predict the reactants needed to synthesize it. The reactants are: [CH2:1]([O:8][C:9]([NH:11][C@@H:12]([CH2:20][NH2:21])[C:13]([O:15][C:16]([CH3:19])([CH3:18])[CH3:17])=[O:14])=[O:10])[C:2]1[CH:7]=[CH:6][CH:5]=[CH:4][CH:3]=1.ON1C2C=[CH:29][CH:30]=[CH:31][C:26]=2N=N1.[CH3:32][N:33]1[CH2:38][CH2:37]O[CH2:35][CH2:34]1.Cl.[CH2:40]([N:42]=[C:43]=[N:44][CH2:45][CH2:46][CH2:47][N:48](C)C)[CH3:41].[C:51](=O)([O-])[OH:52].[Na+]. (8) Given the product [C:1]([S:5](/[N:7]=[CH:8]\[CH:10]1[CH2:15][CH2:14][CH2:13][CH2:12][N:11]1[C:16]([O:18][C:19]([CH3:20])([CH3:22])[CH3:21])=[O:17])=[O:6])([CH3:4])([CH3:3])[CH3:2], predict the reactants needed to synthesize it. The reactants are: [C:1]([S:5]([NH2:7])=[O:6])([CH3:4])([CH3:3])[CH3:2].[CH:8]([CH:10]1[CH2:15][CH2:14][CH2:13][CH2:12][N:11]1[C:16]([O:18][C:19]([CH3:22])([CH3:21])[CH3:20])=[O:17])=O.C(OCC)(=O)C. (9) Given the product [CH:16]1([C@H:20]([NH:22][C:23]2[N:31]=[C:30]([C:32]#[N:33])[N:29]=[C:28]3[C:24]=2[N:25]([CH2:34][C@H:35]2[CH2:36][CH2:37][C@H:38]([CH3:41])[CH2:39][CH2:40]2)[C:26]([C:42](=[O:47])[C:43]([CH3:46])([CH3:45])[CH3:44])=[N:27]3)[CH3:21])[CH2:19][CH2:18][CH2:17]1, predict the reactants needed to synthesize it. The reactants are: [Li]CCCC.CC1(C)CCCC(C)(C)N1.[CH:16]1([C@H:20]([NH:22][C:23]2[N:31]=[C:30]([C:32]#[N:33])[N:29]=[C:28]3[C:24]=2[N:25]([CH2:34][C@H:35]2[CH2:40][CH2:39][C@H:38]([CH3:41])[CH2:37][CH2:36]2)[CH:26]=[N:27]3)[CH3:21])[CH2:19][CH2:18][CH2:17]1.[C:42](Cl)(=[O:47])[C:43]([CH3:46])([CH3:45])[CH3:44].